From a dataset of Full USPTO retrosynthesis dataset with 1.9M reactions from patents (1976-2016). Predict the reactants needed to synthesize the given product. (1) Given the product [C@H:14]([O:17][C:2]([N:53]1[CH2:52][CH2:51][CH:50]([N:47]2[C:43]3=[N:44][CH:45]=[N:46][C:41]([O:40][C:39]4[CH:38]=[CH:37][C:36]([S:33]([CH3:32])(=[O:35])=[O:34])=[CH:57][CH:56]=4)=[C:42]3[CH:49]=[N:48]2)[CH2:55][CH2:54]1)=[O:4])([CH2:15][CH3:16])[CH3:13], predict the reactants needed to synthesize it. The reactants are: Cl[C:2](Cl)([O:4]C(=O)OC(Cl)(Cl)Cl)Cl.[CH3:13][C@@H:14]([OH:17])[CH2:15][CH3:16].N1C=CC=CC=1.Cl.FC(F)(F)C(O)=O.[CH3:32][S:33]([C:36]1[CH:57]=[CH:56][C:39]([O:40][C:41]2[N:46]=[CH:45][N:44]=[C:43]3[N:47]([CH:50]4[CH2:55][CH2:54][NH:53][CH2:52][CH2:51]4)[N:48]=[CH:49][C:42]=23)=[CH:38][CH:37]=1)(=[O:35])=[O:34].C(N(C(C)C)CC)(C)C. (2) Given the product [Cl:1][C:2]1[N:3]=[C:4]([N:12]2[CH2:17][CH2:16][O:15][CH2:14][CH2:13]2)[C:5]2[N:10]=[C:9]([C:27]3[CH:28]=[C:23]([NH:22][S:19]([CH3:18])(=[O:20])=[O:21])[CH:24]=[CH:25][CH:26]=3)[S:8][C:6]=2[N:7]=1, predict the reactants needed to synthesize it. The reactants are: [Cl:1][C:2]1[N:3]=[C:4]([N:12]2[CH2:17][CH2:16][O:15][CH2:14][CH2:13]2)[C:5]2[N:10]=[C:9](I)[S:8][C:6]=2[N:7]=1.[CH3:18][S:19]([NH:22][C:23]1[CH:24]=[C:25](B(O)O)[CH:26]=[CH:27][CH:28]=1)(=[O:21])=[O:20]. (3) Given the product [ClH:20].[OH:1][CH:2]1[CH2:7][CH2:6][NH:5][CH2:4][C:3]1([CH3:19])[C:15]([O:17][CH3:18])=[O:16], predict the reactants needed to synthesize it. The reactants are: [OH:1][CH:2]1[CH2:7][CH2:6][N:5](C(OC(C)(C)C)=O)[CH2:4][C:3]1([CH3:19])[C:15]([O:17][CH3:18])=[O:16].[ClH:20].O1CCOCC1. (4) Given the product [Cl:31][C:28]1[CH:29]=[CH:30][C:25]([C:18]([N:13]2[C:14]3[C:10](=[C:9]([NH:8][C:6](=[O:7])[O:5][C:1]([CH3:4])([CH3:3])[CH3:2])[CH:17]=[CH:16][CH:15]=3)[CH:11]=[N:12]2)([CH2:23][CH3:24])[CH2:19][OH:20])=[CH:26][CH:27]=1, predict the reactants needed to synthesize it. The reactants are: [C:1]([O:5][C:6]([NH:8][C:9]1[CH:17]=[CH:16][CH:15]=[C:14]2[C:10]=1[CH:11]=[N:12][N:13]2[C:18]([C:25]1[CH:30]=[CH:29][C:28]([Cl:31])=[CH:27][CH:26]=1)([CH2:23][CH3:24])[C:19](OC)=[O:20])=[O:7])([CH3:4])([CH3:3])[CH3:2].[Li+].[BH4-]. (5) The reactants are: [Cl:1][C:2]1[CH:7]=[C:6]([C:8]2[CH:17]=[C:16](O)[C:15]3[C:10](=[CH:11][CH:12]=[CH:13][CH:14]=3)[N:9]=2)[CH:5]=[CH:4][N:3]=1.O=P(Cl)(Cl)[Cl:21].CCN(C(C)C)C(C)C. Given the product [Cl:21][C:16]1[C:15]2[C:10](=[CH:11][CH:12]=[CH:13][CH:14]=2)[N:9]=[C:8]([C:6]2[CH:5]=[CH:4][N:3]=[C:2]([Cl:1])[CH:7]=2)[CH:17]=1, predict the reactants needed to synthesize it. (6) The reactants are: Cl[C:2]1[CH:11]=[C:10]([CH3:12])[C:9]2[C:4](=[CH:5][CH:6]=[CH:7][CH:8]=2)[N:3]=1.[NH2:13][NH2:14]. Given the product [NH:13]([C:2]1[CH:11]=[C:10]([CH3:12])[C:9]2[C:4](=[CH:5][CH:6]=[CH:7][CH:8]=2)[N:3]=1)[NH2:14], predict the reactants needed to synthesize it. (7) Given the product [CH3:38][N:27]([CH2:26][C:18]1[N:17]([CH2:2][CH2:3][CH:4]2[CH2:9][CH2:8][CH2:7][CH2:6][N:5]2[C:10]([O:12][C:13]([CH3:16])([CH3:15])[CH3:14])=[O:11])[C:21]2[CH:22]=[CH:23][CH:24]=[CH:25][C:20]=2[N:19]=1)[CH:28]1[C:37]2[N:36]=[CH:35][CH:34]=[CH:33][C:32]=2[CH2:31][CH2:30][CH2:29]1, predict the reactants needed to synthesize it. The reactants are: Cl[CH2:2][CH2:3][CH:4]1[CH2:9][CH2:8][CH2:7][CH2:6][N:5]1[C:10]([O:12][C:13]([CH3:16])([CH3:15])[CH3:14])=[O:11].[NH:17]1[C:21]2[CH:22]=[CH:23][CH:24]=[CH:25][C:20]=2[N:19]=[C:18]1[CH2:26][N:27]([CH3:38])[CH:28]1[C:37]2[N:36]=[CH:35][CH:34]=[CH:33][C:32]=2[CH2:31][CH2:30][CH2:29]1.CN(CC1N(CC2C=NC=CC=2)C2C=CC=CC=2N=1)C1C2N=CC=CC=2CCC1. (8) Given the product [CH3:17][CH2:16][CH2:11][CH:12]([CH3:14])[CH3:13].[C:24]([O:26][CH2:27][CH3:1])(=[O:25])[CH3:23], predict the reactants needed to synthesize it. The reactants are: [CH3:1][Si](C)(C)[N-][Si](C)(C)C.[K+].[C:11]([C:16]1C=CC=C[CH:17]=1)(=O)[CH:12]([CH3:14])[CH3:13].Br[CH2:23][C:24]([O:26][CH3:27])=[O:25].Cl. (9) Given the product [CH3:25][C:26]1[C:37]([C:38]([F:41])([F:39])[F:40])=[CH:36][C:29]2[N:30]([C:9]([O:11][C:12]([CH3:13])([CH3:14])[CH3:15])=[O:10])[CH2:31][CH2:32][CH2:33][C:34](=[O:35])[C:28]=2[CH:27]=1, predict the reactants needed to synthesize it. The reactants are: [C:9](O[C:9]([O:11][C:12]([CH3:15])([CH3:14])[CH3:13])=[O:10])([O:11][C:12]([CH3:15])([CH3:14])[CH3:13])=[O:10].C(N(C(C)C)CC)(C)C.[CH3:25][C:26]1[C:37]([C:38]([F:41])([F:40])[F:39])=[CH:36][C:29]2[NH:30][CH2:31][CH2:32][CH2:33][C:34](=[O:35])[C:28]=2[CH:27]=1.